This data is from Catalyst prediction with 721,799 reactions and 888 catalyst types from USPTO. The task is: Predict which catalyst facilitates the given reaction. (1) Reactant: [CH3:1][C:2]1[CH:14]=[CH:13][C:5]2[S:6][C:7]([C:9]([O:11]C)=[S:10])=[CH:8][C:4]=2[CH:3]=1.O.[OH-].[Li+].O.Cl. Product: [CH3:1][C:2]1[CH:14]=[CH:13][C:5]2[S:6][C:7]([C:9]([OH:11])=[S:10])=[CH:8][C:4]=2[CH:3]=1. The catalyst class is: 5. (2) The catalyst class is: 608. Reactant: [CH3:1][C:2]1[CH:7]=[CH:6][C:5]([S:8]([O:11][CH2:12][CH:13]2[CH2:17][C:16]3[CH:18]=[CH:19][CH:20]=[C:21](Br)[C:15]=3[O:14]2)(=[O:10])=[O:9])=[CH:4][CH:3]=1.[Cl:23][C:24]1[CH:25]=[C:26](B(O)O)[CH:27]=[CH:28][CH:29]=1.C(=O)([O-])[O-].[K+].[K+]. Product: [CH3:1][C:2]1[CH:7]=[CH:6][C:5]([S:8]([O:11][CH2:12][CH:13]2[CH2:17][C:16]3[CH:18]=[CH:19][CH:20]=[C:21]([C:29]4[CH:28]=[CH:27][CH:26]=[CH:25][C:24]=4[Cl:23])[C:15]=3[O:14]2)(=[O:10])=[O:9])=[CH:4][CH:3]=1. (3) Reactant: [C:1]1([CH:7]([C:36]2[CH:41]=[CH:40][CH:39]=[CH:38][CH:37]=2)[O:8][CH:9]2[CH2:14][CH2:13][N:12]([CH2:15][CH2:16][CH2:17][NH:18][C:19]3[CH:20]=[CH:21][C:22]4[N:23]([CH:25]=[C:26]([C:28]([CH3:35])([CH3:34])[C:29]([O:31]CC)=[O:30])[N:27]=4)[N:24]=3)[CH2:11][CH2:10]2)[CH:6]=[CH:5][CH:4]=[CH:3][CH:2]=1.[OH-].[Na+]. Product: [C:36]1([CH:7]([C:1]2[CH:6]=[CH:5][CH:4]=[CH:3][CH:2]=2)[O:8][CH:9]2[CH2:10][CH2:11][N:12]([CH2:15][CH2:16][CH2:17][NH:18][C:19]3[CH:20]=[CH:21][C:22]4[N:23]([CH:25]=[C:26]([C:28]([CH3:35])([CH3:34])[C:29]([OH:31])=[O:30])[N:27]=4)[N:24]=3)[CH2:13][CH2:14]2)[CH:41]=[CH:40][CH:39]=[CH:38][CH:37]=1. The catalyst class is: 8. (4) Product: [F:21][C:7]([F:6])([F:20])[C:8]([N:10]1[C:19]2[C:14](=[CH:15][C:16]([S:2]([Cl:1])(=[O:5])=[O:3])=[CH:17][CH:18]=2)[CH2:13][CH2:12][CH2:11]1)=[O:9]. Reactant: [Cl:1][S:2]([OH:5])(=O)=[O:3].[F:6][C:7]([F:21])([F:20])[C:8]([N:10]1[C:19]2[C:14](=[CH:15][CH:16]=[CH:17][CH:18]=2)[CH2:13][CH2:12][CH2:11]1)=[O:9].S(OCl)(=O)=O. The catalyst class is: 53.